The task is: Predict which catalyst facilitates the given reaction.. This data is from Catalyst prediction with 721,799 reactions and 888 catalyst types from USPTO. (1) Reactant: [N+:1]([C:4]1[CH2:9][CH2:8][CH2:7][CH2:6][CH:5]=1)([O-:3])=[O:2].Cl.Cl.[Cl:12][C:13]1[CH:14]=[C:15]([CH:38]=[CH:39][C:40]=1[Cl:41])[CH2:16][N:17]1[CH2:22][CH2:21][N:20](C[C@@H](NC(=O)C2C=CC(C)=CC=2)C(C)C)[CH2:19][CH2:18]1.C(N(CC)CC)C. Product: [Cl:12][C:13]1[CH:14]=[C:15]([CH:38]=[CH:39][C:40]=1[Cl:41])[CH2:16][N:17]1[CH2:22][CH2:21][N:20]([CH:5]2[CH2:6][CH2:7][CH2:8][CH2:9][CH:4]2[N+:1]([O-:3])=[O:2])[CH2:19][CH2:18]1. The catalyst class is: 124. (2) Reactant: [Br:1][C:2]1[CH:3]=[C:4]([CH2:10][OH:11])[CH:5]=[CH:6][C:7]=1[O:8][CH3:9].[CH3:12][C:13]([Si:16](Cl)([CH3:18])[CH3:17])([CH3:15])[CH3:14].N1C=CN=C1.O. Product: [Br:1][C:2]1[CH:3]=[C:4]([CH:5]=[CH:6][C:7]=1[O:8][CH3:9])[CH2:10][O:11][Si:16]([C:13]([CH3:15])([CH3:14])[CH3:12])([CH3:18])[CH3:17]. The catalyst class is: 215. (3) Reactant: [OH:1][C@H:2]1[CH2:19][CH2:18][C@@:17]2([CH3:20])[C@@H:4]([CH2:5][CH2:6][C@:7]3([CH3:38])[C@@H:16]2[CH2:15][CH2:14][C@H:13]2[C@@:8]3([CH3:37])[CH2:9][CH2:10][C@@:11]3([C:27]([O:29][CH2:30][C:31]4[CH:36]=[CH:35][CH:34]=[CH:33][CH:32]=4)=[O:28])[CH2:23][CH2:22][C@@H:21]([C:24]([CH3:26])=[CH2:25])[C@@H:12]32)[C:3]1([CH3:40])[CH3:39].C1C=C[NH+]=CC=1.[O-][Cr](Cl)(=O)=O. Product: [CH3:37][C@:8]12[C@@:7]3([CH3:38])[C@@H:16]([C@:17]4([CH3:20])[C@@H:4]([CH2:5][CH2:6]3)[C:3]([CH3:39])([CH3:40])[C:2](=[O:1])[CH2:19][CH2:18]4)[CH2:15][CH2:14][C@@H:13]1[C@H:12]1[C@H:21]([C:24]([CH3:26])=[CH2:25])[CH2:22][CH2:23][C@:11]1([C:27]([O:29][CH2:30][C:31]1[CH:32]=[CH:33][CH:34]=[CH:35][CH:36]=1)=[O:28])[CH2:10][CH2:9]2. The catalyst class is: 4. (4) Reactant: [N:1]1([C:19]([O:21][CH2:22][CH:23]2[C:35]3[CH:34]=[CH:33][CH:32]=[CH:31][C:30]=3[C:29]3[C:24]2=[CH:25][CH:26]=[CH:27][CH:28]=3)=[O:20])[C@H:5]([C:6]([O:8]CC2C=CC=CC=2)=[O:7])[CH2:4][C@@H:3]2[CH2:16][CH2:17][CH2:18][C@H:2]12.C1CCCCC=1. Product: [CH:34]1[C:35]2[CH:23]([CH2:22][O:21][C:19]([N:1]3[C@H:5]([C:6]([OH:8])=[O:7])[CH2:4][C@@H:3]4[CH2:16][CH2:17][CH2:18][C@H:2]34)=[O:20])[C:24]3[C:29](=[CH:28][CH:27]=[CH:26][CH:25]=3)[C:30]=2[CH:31]=[CH:32][CH:33]=1. The catalyst class is: 50. (5) Reactant: [Br:1][C:2]1[CH:10]=[CH:9][C:8]2[N:7]([CH3:11])[CH2:6][CH:5]3[CH2:12][N:13]([C:16]([O:18][C:19]([CH3:22])([CH3:21])[CH3:20])=[O:17])[CH2:14][CH2:15][C:3]=1[C:4]=23.[Cl:23]N1C(=O)CCC1=O.C(=O)(O)[O-].[Na+]. Product: [Br:1][C:2]1[CH:10]=[C:9]([Cl:23])[C:8]2[N:7]([CH3:11])[CH2:6][CH:5]3[CH2:12][N:13]([C:16]([O:18][C:19]([CH3:22])([CH3:21])[CH3:20])=[O:17])[CH2:14][CH2:15][C:3]=1[C:4]=23. The catalyst class is: 10. (6) Product: [OH:22][C:18]1[CH:17]=[C:16]([C:5]2[N:6]=[C:7]3[C:2]([NH:1][C:69](=[O:68])[N:8]3[CH2:9][CH:10]3[CH2:11][CH2:12][O:13][CH2:14][CH2:15]3)=[C:3]([C:40]([NH2:44])=[O:41])[N:4]=2)[CH:21]=[CH:20][CH:19]=1. Reactant: [NH2:1][C:2]1[C:3]([C:40](OC)=[O:41])=[N:4][C:5]([C:16]2[CH:21]=[CH:20][CH:19]=[C:18]([O:22][Si](C(C)(C)C)(C3C=CC=CC=3)C3C=CC=CC=3)[CH:17]=2)=[N:6][C:7]=1[NH:8][CH2:9][CH:10]1[CH2:15][CH2:14][O:13][CH2:12][CH2:11]1.[NH2:44]C1C(C(OC)=O)=NC(Cl)=NC=1NCC1CCOCC1.C([Si](C(C)C)(C(C)C)[O:68][C:69]1C=CC=C([Sn](C)(C)C)C=1)(C)C. The catalyst class is: 9. (7) Reactant: [CH:1]1([CH2:4][O:5][C:6]2[CH:29]=[CH:28][C:9]3[C:10]([CH2:13][CH2:14][CH:15]4[CH2:20][CH2:19][N:18](C(OC(C)(C)C)=O)[CH2:17][CH2:16]4)=[N:11][O:12][C:8]=3[C:7]=2[CH2:30][OH:31])[CH2:3][CH2:2]1.Cl.C(=O)([O-])[O-].[Na+].[Na+].O. Product: [CH:1]1([CH2:4][O:5][C:6]2[CH:29]=[CH:28][C:9]3[C:10]([CH2:13][CH2:14][CH:15]4[CH2:20][CH2:19][NH:18][CH2:17][CH2:16]4)=[N:11][O:12][C:8]=3[C:7]=2[CH2:30][OH:31])[CH2:3][CH2:2]1. The catalyst class is: 254. (8) Reactant: [F:1][CH:2]([F:20])[O:3][C:4]1[CH:15]=[C:14]([O:16][CH:17]([CH3:19])[CH3:18])[CH:13]=[CH:12][C:5]=1[C:6]([O:8]C(C)C)=[O:7].[OH-].[Na+]. Product: [F:1][CH:2]([F:20])[O:3][C:4]1[CH:15]=[C:14]([O:16][CH:17]([CH3:18])[CH3:19])[CH:13]=[CH:12][C:5]=1[C:6]([OH:8])=[O:7]. The catalyst class is: 191. (9) Reactant: [CH3:1][O:2][C:3]1[CH:8]=[CH:7][C:6]([OH:9])=[C:5]([N+:10]([O-])=O)[CH:4]=1. Product: [NH2:10][C:5]1[CH:4]=[C:3]([O:2][CH3:1])[CH:8]=[CH:7][C:6]=1[OH:9]. The catalyst class is: 19.